From a dataset of NCI-60 drug combinations with 297,098 pairs across 59 cell lines. Regression. Given two drug SMILES strings and cell line genomic features, predict the synergy score measuring deviation from expected non-interaction effect. (1) Drug 1: CNC(=O)C1=NC=CC(=C1)OC2=CC=C(C=C2)NC(=O)NC3=CC(=C(C=C3)Cl)C(F)(F)F. Drug 2: C1=NNC2=C1C(=O)NC=N2. Cell line: EKVX. Synergy scores: CSS=24.7, Synergy_ZIP=-9.20, Synergy_Bliss=-9.60, Synergy_Loewe=-14.9, Synergy_HSA=-8.02. (2) Drug 1: CC1=C(C(=CC=C1)Cl)NC(=O)C2=CN=C(S2)NC3=CC(=NC(=N3)C)N4CCN(CC4)CCO. Drug 2: CCCCC(=O)OCC(=O)C1(CC(C2=C(C1)C(=C3C(=C2O)C(=O)C4=C(C3=O)C=CC=C4OC)O)OC5CC(C(C(O5)C)O)NC(=O)C(F)(F)F)O. Cell line: MCF7. Synergy scores: CSS=26.8, Synergy_ZIP=3.42, Synergy_Bliss=1.96, Synergy_Loewe=0.406, Synergy_HSA=0.617. (3) Drug 1: CC1C(C(CC(O1)OC2CC(CC3=C2C(=C4C(=C3O)C(=O)C5=C(C4=O)C(=CC=C5)OC)O)(C(=O)CO)O)N)O.Cl. Drug 2: CC(C)(C#N)C1=CC(=CC(=C1)CN2C=NC=N2)C(C)(C)C#N. Cell line: SF-295. Synergy scores: CSS=33.9, Synergy_ZIP=0.190, Synergy_Bliss=-0.323, Synergy_Loewe=-13.8, Synergy_HSA=-1.29. (4) Drug 1: C1C(C(OC1N2C=C(C(=O)NC2=O)F)CO)O. Drug 2: CC1CCC2CC(C(=CC=CC=CC(CC(C(=O)C(C(C(=CC(C(=O)CC(OC(=O)C3CCCCN3C(=O)C(=O)C1(O2)O)C(C)CC4CCC(C(C4)OC)O)C)C)O)OC)C)C)C)OC. Cell line: SK-OV-3. Synergy scores: CSS=19.4, Synergy_ZIP=-4.58, Synergy_Bliss=2.33, Synergy_Loewe=-1.70, Synergy_HSA=0.613. (5) Drug 1: C1=CC(=CC=C1CCC2=CNC3=C2C(=O)NC(=N3)N)C(=O)NC(CCC(=O)O)C(=O)O. Drug 2: CCC1(C2=C(COC1=O)C(=O)N3CC4=CC5=C(C=CC(=C5CN(C)C)O)N=C4C3=C2)O.Cl. Cell line: PC-3. Synergy scores: CSS=43.8, Synergy_ZIP=-4.83, Synergy_Bliss=-7.70, Synergy_Loewe=-10.6, Synergy_HSA=-4.82. (6) Drug 1: CCCCCOC(=O)NC1=NC(=O)N(C=C1F)C2C(C(C(O2)C)O)O. Drug 2: CC(C)CN1C=NC2=C1C3=CC=CC=C3N=C2N. Cell line: SK-MEL-28. Synergy scores: CSS=-5.36, Synergy_ZIP=2.91, Synergy_Bliss=0.0726, Synergy_Loewe=-3.51, Synergy_HSA=-4.16.